Dataset: Forward reaction prediction with 1.9M reactions from USPTO patents (1976-2016). Task: Predict the product of the given reaction. (1) Given the reactants [F:1][C:2]1[N:7]=[C:6](F)[CH:5]=[CH:4][N:3]=1.[CH3:9][O:10][C:11]1[CH:18]=[C:17]([O:19][CH3:20])[CH:16]=[CH:15][C:12]=1[CH2:13][NH2:14], predict the reaction product. The product is: [CH3:9][O:10][C:11]1[CH:18]=[C:17]([O:19][CH3:20])[CH:16]=[CH:15][C:12]=1[CH2:13][NH:14][C:6]1[CH:5]=[CH:4][N:3]=[C:2]([F:1])[N:7]=1. (2) Given the reactants Br[C:2]1[N:3]=[C:4]([S:23][CH3:24])[C:5]2[N:6]([C:8]([C:11]3[CH:22]=[CH:21][C:14]([C:15]([NH:17][CH:18]4[CH2:20][CH2:19]4)=[O:16])=[CH:13][CH:12]=3)=[CH:9][N:10]=2)[CH:7]=1.[C:25]1(B(O)O)[CH:30]=[CH:29][CH:28]=[CH:27][CH:26]=1.C(=O)([O-])[O-].[K+].[K+].C1(P(C2C=CC=CC=2)C2C=CC=CC=2)C=CC=CC=1, predict the reaction product. The product is: [CH:18]1([NH:17][C:15](=[O:16])[C:14]2[CH:21]=[CH:22][C:11]([C:8]3[N:6]4[CH:7]=[C:2]([C:25]5[CH:30]=[CH:29][CH:28]=[CH:27][CH:26]=5)[N:3]=[C:4]([S:23][CH3:24])[C:5]4=[N:10][CH:9]=3)=[CH:12][CH:13]=2)[CH2:20][CH2:19]1. (3) Given the reactants [CH3:1][O:2][C:3]1[CH:4]=[C:5]([CH:21]=[CH:22][C:23]=1[O:24][CH3:25])[CH2:6][CH:7]1[C:16]2[C:11](=[CH:12][C:13]([O:19][CH3:20])=[CH:14][C:15]=2[O:17][CH3:18])[CH2:10][CH2:9][NH:8]1.Br[CH2:27][C:28](Br)=[O:29].[CH3:31][O:32][C:33]1[CH:40]=[CH:39][CH:38]=[CH:37][C:34]=1[CH2:35][NH2:36], predict the reaction product. The product is: [CH3:1][O:2][C:3]1[CH:4]=[C:5]([CH:21]=[CH:22][C:23]=1[O:24][CH3:25])[CH2:6][CH:7]1[C:16]2[C:11](=[CH:12][C:13]([O:19][CH3:20])=[CH:14][C:15]=2[O:17][CH3:18])[CH2:10][CH2:9][N:8]1[CH2:27][C:28]([NH:36][CH2:35][C:34]1[CH:37]=[CH:38][CH:39]=[CH:40][C:33]=1[O:32][CH3:31])=[O:29]. (4) Given the reactants [CH2:1]([O:3][C:4](=[O:19])[C:5](=[N:17]O)[CH2:6][C:7]1[C:15]2[C:10](=[CH:11][CH:12]=[C:13]([Br:16])[CH:14]=2)[NH:9][CH:8]=1)[CH3:2], predict the reaction product. The product is: [CH2:1]([O:3][C:4](=[O:19])[CH:5]([NH2:17])[CH2:6][C:7]1[C:15]2[C:10](=[CH:11][CH:12]=[C:13]([Br:16])[CH:14]=2)[NH:9][CH:8]=1)[CH3:2]. (5) Given the reactants Br[C:2]1[N:3]=[C:4]2[CH:9]=[CH:8][CH:7]=[C:6]([N:10]([CH2:14][CH2:15][CH3:16])[CH2:11][CH2:12][CH3:13])[N:5]2[CH:17]=1.[Li]C(C)(C)C.[CH3:23][C:24]1[CH:32]=[C:31]([CH3:33])[CH:30]=[CH:29][C:25]=1[C:26](Cl)=[O:27], predict the reaction product. The product is: [CH3:23][C:24]1[CH:32]=[C:31]([CH3:33])[CH:30]=[CH:29][C:25]=1[C:26]([C:2]1[N:3]=[C:4]2[CH:9]=[CH:8][CH:7]=[C:6]([N:10]([CH2:14][CH2:15][CH3:16])[CH2:11][CH2:12][CH3:13])[N:5]2[CH:17]=1)=[O:27].